From a dataset of Forward reaction prediction with 1.9M reactions from USPTO patents (1976-2016). Predict the product of the given reaction. (1) Given the reactants [C:1]([NH:6][CH2:7][CH2:8][CH2:9][CH2:10][CH2:11][CH2:12][CH2:13][CH2:14][CH2:15][CH2:16][CH2:17][C:18]([OH:20])=[O:19])(=[O:5])[C:2]([CH3:4])=[CH2:3].[OH:21][CH2:22][CH2:23][NH:24][C:25](=[O:28])[CH:26]=[CH2:27].C(OCC)C, predict the reaction product. The product is: [C:1]([NH:6][CH2:7][CH2:8][CH2:9][CH2:10][CH2:11][CH2:12][CH2:13][CH2:14][CH2:15][CH2:16][CH2:17][C:18]([OH:20])=[O:19])(=[O:5])[C:2]([CH3:4])=[CH2:3].[CH2:27]=[CH:26][C:25]([NH:24][CH2:23][CH2:22][OH:21])=[O:28]. (2) Given the reactants [F:1][C:2]1[CH:3]=[C:4]([C@H:8]2[CH2:17][CH2:16][CH2:15][C@@H:14]3[N:9]2[C:10](=[O:19])[CH:11](I)[CH2:12][CH2:13]3)[CH:5]=[CH:6][CH:7]=1.[P:20]([O:27]CC)([O:24][CH2:25][CH3:26])[O:21][CH2:22][CH3:23], predict the reaction product. The product is: [CH2:22]([O:21][P:20]([CH:11]1[C:10](=[O:19])[N:9]2[C@H:14]([CH2:15][CH2:16][CH2:17][C@H:8]2[C:4]2[CH:5]=[CH:6][CH:7]=[C:2]([F:1])[CH:3]=2)[CH2:13][CH2:12]1)(=[O:27])[O:24][CH2:25][CH3:26])[CH3:23]. (3) The product is: [CH3:23][C:17]1[CH:18]=[C:9]([CH2:8][O:1][C:2]2[CH:7]=[CH:6][CH:5]=[CH:4][CH:3]=2)[CH:10]=[CH:11][C:12]=1[C:13]([OH:15])=[O:14]. Given the reactants [O:1]([CH2:8][C:9]1[CH:18]=[CH:17][C:12]([C:13]([O:15]C)=[O:14])=[CH:11][CH:10]=1)[C:2]1[CH:7]=[CH:6][CH:5]=[CH:4][CH:3]=1.O.[OH-].[Li+].O1CCC[CH2:23]1.Cl, predict the reaction product. (4) The product is: [C:17]1([S:14]([N:10]2[C:11]3[C:7](=[CH:6][C:5]([C:3]([OH:4])=[O:2])=[CH:13][CH:12]=3)[CH:8]=[C:9]2[C:23]2[C:24]([F:30])=[CH:25][CH:26]=[CH:27][C:28]=2[F:29])(=[O:15])=[O:16])[CH:22]=[CH:21][CH:20]=[CH:19][CH:18]=1. Given the reactants C[O:2][C:3]([C:5]1[CH:6]=[C:7]2[C:11](=[CH:12][CH:13]=1)[N:10]([S:14]([C:17]1[CH:22]=[CH:21][CH:20]=[CH:19][CH:18]=1)(=[O:16])=[O:15])[C:9]([C:23]1[C:28]([F:29])=[CH:27][CH:26]=[CH:25][C:24]=1[F:30])=[CH:8]2)=[O:4].O[Li].O.O, predict the reaction product. (5) Given the reactants [NH2:1][C:2]1[CH:7]=[CH:6][C:5]([P:8](=[O:11])([CH3:10])[CH3:9])=[CH:4][CH:3]=1.[Cl:12][C:13]1[CH:18]=[C:17](Cl)[N:16]=[CH:15][N:14]=1, predict the reaction product. The product is: [Cl:12][C:13]1[N:14]=[CH:15][N:16]=[C:17]([NH:1][C:2]2[CH:3]=[CH:4][C:5]([P:8]([CH3:9])([CH3:10])=[O:11])=[CH:6][CH:7]=2)[CH:18]=1.